This data is from Human Reference Interactome with 51,813 positive PPI pairs across 8,248 proteins, plus equal number of experimentally-validated negative pairs. The task is: Binary Classification. Given two protein amino acid sequences, predict whether they physically interact or not. (1) Protein 1 (ENSG00000102383) has sequence MRRGWKMALSGGLRCCRRVLSWVPVLVIVLVVLWSYYAYVFELCLVTVLSPAEKVIYLILYHAIFVFFTWTYWKSIFTLPQQPNQKFHLSYTDKERYENEERPEVQKQMLVDMAKKLPVYTRTGSGAVRFCDRCHLIKPDRCHHCSVCAMCVLKMDHHCPWVNNCIGFSNYKFFLQFLAYSVLYCLYIATTVFSYFIKYWRGELPSVRSKFHVLFLLFVACMFFVSLVILFGYHCWLVSRNKTTLEAFCTPVFTSGPEKNGFNLGFIKNIQQVFGDKKKFWLIPIGSSPGDGHSFPMRSM.... Protein 2 (ENSG00000139083) has sequence XMTYEKMSRALRHYYKLNIIRKEPGQRLLFRFLFFLPRGSGLFLLLLGLG*MSETPAQCSIKQERISYTPPESPVPSYASSTPLHVPVPRALRMEEDSIRLPAHLRLQPIYWSRDDVAQWLKWAENEFSLRPIDSNTFEMNGKALLLLTKEDFRYRSPHSGDVLYELLQHILKQRKPRILFSPFFHPGNSIHTQPEVILHQNHEEDNCVQRTPRPSVDNVHHNPPTIELLHRSRSPITTNHRPSPDPEQRPLRSPLDNMIRRLSPAERAQGPRPHQENNHQESYPLSVSPMENNHCPASS.... Result: 0 (the proteins do not interact). (2) Protein 1 (ENSG00000196233) has sequence MQRMIQQFAAEYTSKNSSTQDPSQPNSTKNQSLPKASPVTTSPTAATTQNPVLSKLLMADQDSPLDLTVRKSQSEPSEQDGVLDLSTKKSPCAGSTSLSHSPGCSSTQGNGRPGRPSQYRPDGLRSGDGVPPRSLQDGTREGFGHSTSLKVPLARSLQISEELLSRNQLSTAASLGPSGLQNHGQHLILSREASWAKPHYEFNLSRMKFRGNGALSNISDLPFLAENSAFPKMALQAKQDGKKDVSHSSPVDLKIPQVRGMDLSWESRTGDQYSYSSLVMGSQTESALSKKLRAILPKQS.... Protein 2 (ENSG00000145919) has sequence MADGGGGGGTGAVGGGGTSQASAGAATGATGASGGGGPINPASLPPGDPQLIALIVEQLKSRGLFDSFRRDCLADVDTKPAYQNLRQKVDNFVSTHLDKQEWNPTMNKNQLRNGLRQSVVQIRQTPFES*MADGGGGGGTGAVGGGGTSQASAGAATGATGASGGGGPINPASLPPGDPQLIALIVEQLKSRGLFDSFRRDCLADVDTKPAYQNLRQKVDNFVSTHLDKQEWNPTMNKNQLRNGLRQSVVQSGMLEAGVDRIISQVVDPKLNHIFRPQIERAIHEFLAAQKKAAVPAPPP.... Result: 0 (the proteins do not interact). (3) Protein 1 (ENSG00000146618) has sequence MAAYPESCVDTTVLDFVADLSLASPRRPLLCDFAPGVSLGDPALALREGRPRRMARFEEGDPEEEECEVDQGDGEEEEEEERGRGVSLLGRPKRKRVITYAQRQAANIRERKRMFNLNEAFDQLRRKVPTFAYEKRLSRIETLRLAIVYISFMTELLESCEKKESG*. Protein 2 (ENSG00000204388) has sequence MAKAAAIGIDLGTTYSCVGVFQHGKVEIIANDQGNRTTPSYVAFTDTERLIGDAAKNQVALNPQNTVFDAKRLIGRKFGDPVVQSDMKHWPFQVINDGDKPKVQVSYKGETKAFYPEEISSMVLTKMKEIAEAYLGYPVTNAVITVPAYFNDSQRQATKDAGVIAGLNVLRIINEPTAAAIAYGLDRTGKGERNVLIFDLGGGTFDVSILTIDDGIFEVKATAGDTHLGGEDFDNRLVNHFVEEFKRKHKKDISQNKRAVRRLRTACERAKRTLSSSTQASLEIDSLFEGIDFYTSITRA.... Result: 0 (the proteins do not interact). (4) Protein 1 (ENSG00000108381) has sequence MTSCHIAEEHIQKVAIFGGTHGNELTGVFLVKHWLENGAEIQRTGLEVKPFITNPRAVKKCTRYIDCDLNRIFDLENLGKKMSEDLPYEVRRAQEINHLFGPKDSEDSYDIIFDLHNTTSNMGCTLILEDSRNNFLIQMFHYIKTSLAPLPCYVYLIEHPSLKYATTRSIAKYPVGIEVGPQPQGVLRADILDQMRKMIKHALDFIHHFNEGKEFPPCAIEVYKIIEKVDYPRDENGEIAAIIHPNLQDQDWKPLHPGDPMFLTLDGKTIPLGGDCTVYPVFVNEAAYYEKKEAFAKTTK.... Protein 2 (ENSG00000136504) has sequence MPRRKRNAGSSSDGTEDSDFSTDLEHTDSSESDGTSRRSARVTRSSARLSQSSQDSSPVRNLQSFGTEEPAYSTRRVTRSQQQPTPVTPKKYPLRQTRSSGSETEQVVDFSDRETKNTADHDESPPRTPTGNAPSSESDIDISSPNVSHDESIAKDMSLKDSGSDLSHRPKRRRFHESYNFNMKCPTPGCNSLGHLTGKHERHFSISGCPLYHNLSADECKVRAQSRDKQIEERMLSHRQDDNNRHATRHQAPTERQLRYKEKVAELRKKRNSGLSKEQKEKYMEHRQTYGNTREPLLEN.... Result: 0 (the proteins do not interact).